Dataset: Full USPTO retrosynthesis dataset with 1.9M reactions from patents (1976-2016). Task: Predict the reactants needed to synthesize the given product. (1) Given the product [NH2:33][C:34]1[N:35]=[C:36]([NH:49][CH:50]2[CH2:55][CH2:54][N:53]([C:62]([C:58]3[S:59][CH:60]=[CH:61][C:57]=3[Cl:56])=[O:63])[CH2:52][CH2:51]2)[S:37][C:38]=1[C:39]([C:41]1[C:46]([F:47])=[CH:45][CH:44]=[CH:43][C:42]=1[F:48])=[O:40], predict the reactants needed to synthesize it. The reactants are: NC1N=C(NC2CCN(C(=O)C3C=CC(I)=CC=3)CC2)SC=1C(C1C(F)=CC=CC=1F)=O.[NH2:33][C:34]1[N:35]=[C:36]([NH:49][CH:50]2[CH2:55][CH2:54][NH:53][CH2:52][CH2:51]2)[S:37][C:38]=1[C:39]([C:41]1[C:46]([F:47])=[CH:45][CH:44]=[CH:43][C:42]=1[F:48])=[O:40].[Cl:56][C:57]1[CH:61]=[CH:60][S:59][C:58]=1[C:62](Cl)=[O:63]. (2) Given the product [F:1][C:2]1[CH:17]=[CH:16][CH:15]=[CH:14][C:3]=1[O:4][CH2:5][CH2:6][CH2:7][CH2:8][CH2:9][CH2:10][CH2:11][CH2:12][NH:13][C:19]1[C:28]2[C:23](=[CH:24][CH:25]=[CH:26][CH:27]=2)[N:22]=[CH:21][CH:20]=1, predict the reactants needed to synthesize it. The reactants are: [F:1][C:2]1[CH:17]=[CH:16][CH:15]=[CH:14][C:3]=1[O:4][CH2:5][CH2:6][CH2:7][CH2:8][CH2:9][CH2:10][CH2:11][CH2:12][NH2:13].Cl[C:19]1[C:28]2[C:23](=[CH:24][CH:25]=[CH:26][CH:27]=2)[N:22]=[CH:21][CH:20]=1.C(OCCCOCCCCCCCCNC1C2C(=CC=CC=2)N=CC=1)C. (3) The reactants are: [F:1][C:2]([F:29])([F:28])[C:3]1[N:8]=[CH:7][C:6]([CH2:9][NH:10]C(=O)OC(C)(C)C)=[CH:5][C:4]=1[C:18]1[CH:19]=[N:20][C:21]([C:24]([F:27])([F:26])[F:25])=[N:22][CH:23]=1.[ClH:30]. Given the product [ClH:30].[F:29][C:2]([F:1])([F:28])[C:3]1[N:8]=[CH:7][C:6]([CH2:9][NH2:10])=[CH:5][C:4]=1[C:18]1[CH:23]=[N:22][C:21]([C:24]([F:25])([F:27])[F:26])=[N:20][CH:19]=1, predict the reactants needed to synthesize it. (4) Given the product [Cl:1][C:2]1[CH:3]=[C:4]([C:9]2([C:31]([F:32])([F:34])[F:33])[O:13][N:12]=[C:11]([C:14]3[CH:29]=[CH:28][C:17]([C:18]([N:20]([CH2:21][O:22][CH2:23][C:24]([F:27])([F:26])[F:25])[C:38](=[O:39])[O:40][CH3:41])=[O:19])=[C:16]([CH3:30])[CH:15]=3)[CH2:10]2)[CH:5]=[C:6]([Cl:8])[CH:7]=1, predict the reactants needed to synthesize it. The reactants are: [Cl:1][C:2]1[CH:3]=[C:4]([C:9]2([C:31]([F:34])([F:33])[F:32])[O:13][N:12]=[C:11]([C:14]3[CH:29]=[CH:28][C:17]([C:18]([NH:20][CH2:21][O:22][CH2:23][C:24]([F:27])([F:26])[F:25])=[O:19])=[C:16]([CH3:30])[CH:15]=3)[CH2:10]2)[CH:5]=[C:6]([Cl:8])[CH:7]=1.[H-].[Na+].Cl[C:38]([O:40][CH3:41])=[O:39]. (5) Given the product [C:1]([O:5][N:6]=[C:7]1[C:16]2[C:11](=[CH:12][CH:13]=[CH:14][CH:15]=2)[O:10][C:9]([C:17]2[N:18]=[CH:19][C:20]3[C:25]([CH:26]=2)=[C:24]([O:27][CH3:31])[CH:23]=[CH:22][CH:21]=3)=[CH:8]1)([CH3:4])([CH3:2])[CH3:3], predict the reactants needed to synthesize it. The reactants are: [C:1]([O:5][N:6]=[C:7]1[C:16]2[C:11](=[CH:12][CH:13]=[CH:14][CH:15]=2)[O:10][C:9]([C:17]2[N:18]=[CH:19][C:20]3[C:25]([CH:26]=2)=[C:24]([OH:27])[CH:23]=[CH:22][CH:21]=3)=[CH:8]1)([CH3:4])([CH3:3])[CH3:2].[H-].[Na+].I[CH3:31]. (6) Given the product [CH2:3]([O:10][C:13]1[C:12]([Br:11])=[CH:19][CH:18]=[CH:17][C:14]=1[C:15]#[N:16])[C:4]1[CH:9]=[CH:8][CH:7]=[CH:6][CH:5]=1, predict the reactants needed to synthesize it. The reactants are: [H-].[Na+].[CH2:3]([OH:10])[C:4]1[CH:9]=[CH:8][CH:7]=[CH:6][CH:5]=1.[Br:11][C:12]1[C:13](F)=[C:14]([CH:17]=[CH:18][CH:19]=1)[C:15]#[N:16]. (7) Given the product [F:24][C:25]1[CH:26]=[C:27]([NH:31][C:32](=[O:33])[NH:1][C:2]2[CH:7]=[CH:6][C:5]([C:8]3[CH:12]=[C:11]([C:13]([NH:15][CH:16]([CH:21]([CH3:23])[CH3:22])[C:17]([O:19][CH3:20])=[O:18])=[O:14])[O:10][N:9]=3)=[CH:4][CH:3]=2)[CH:28]=[CH:29][CH:30]=1, predict the reactants needed to synthesize it. The reactants are: [NH2:1][C:2]1[CH:7]=[CH:6][C:5]([C:8]2[CH:12]=[C:11]([C:13]([NH:15][CH:16]([CH:21]([CH3:23])[CH3:22])[C:17]([O:19][CH3:20])=[O:18])=[O:14])[O:10][N:9]=2)=[CH:4][CH:3]=1.[F:24][C:25]1[CH:30]=[CH:29][CH:28]=[C:27]([N:31]=[C:32]=[O:33])[CH:26]=1. (8) Given the product [O:27]=[C:28]1[C:37]2[C:32](=[CH:33][CH:34]=[CH:35][CH:36]=2)[N:31]=[C:30]([C:38]([NH:1][CH2:2][C:3]2[CH:4]=[C:5]([C:9]3[CH:10]=[CH:11][C:12]([S:15]([NH:18][C@H:19]([C:23]([O:25][CH3:26])=[O:24])[CH:20]([CH3:21])[CH3:22])(=[O:17])=[O:16])=[CH:13][CH:14]=3)[CH:6]=[CH:7][CH:8]=2)=[O:39])[NH:29]1, predict the reactants needed to synthesize it. The reactants are: [NH2:1][CH2:2][C:3]1[CH:4]=[C:5]([C:9]2[CH:14]=[CH:13][C:12]([S:15]([NH:18][C@H:19]([C:23]([O:25][CH3:26])=[O:24])[CH:20]([CH3:22])[CH3:21])(=[O:17])=[O:16])=[CH:11][CH:10]=2)[CH:6]=[CH:7][CH:8]=1.[O:27]=[C:28]1[C:37]2[C:32](=[CH:33][CH:34]=[CH:35][CH:36]=2)[N:31]=[C:30]([C:38](OCC)=[O:39])[NH:29]1. (9) The reactants are: [CH3:1][C:2]1[C:10]2[C:9](=[O:11])[NH:8][CH:7]=[N:6][C:5]=2[S:4][C:3]=1[C:12]([O:14][CH3:15])=[O:13].C([O-])([O-])=O.[K+].[K+].[F:22][C:23]([F:40])([F:39])[C:24]1[CH:25]=[C:26]([NH:34][C:35](=[O:38])[CH2:36]Cl)[CH:27]=[C:28]([C:30]([F:33])([F:32])[F:31])[CH:29]=1. Given the product [F:22][C:23]([F:39])([F:40])[C:24]1[CH:25]=[C:26]([NH:34][C:35](=[O:38])[CH2:36][N:8]2[C:9](=[O:11])[C:10]3[C:2]([CH3:1])=[C:3]([C:12]([O:14][CH3:15])=[O:13])[S:4][C:5]=3[N:6]=[CH:7]2)[CH:27]=[C:28]([C:30]([F:33])([F:31])[F:32])[CH:29]=1, predict the reactants needed to synthesize it. (10) Given the product [C@@H:10]1([N:4]2[CH:3]=[C:2]([CH3:1])[C:8](=[O:9])[NH:7][C:5]2=[O:6])[O:14][C@H:13]([CH2:15][OH:16])[CH:12]=[CH:11]1, predict the reactants needed to synthesize it. The reactants are: [CH3:1][C:2]1[C:8](=[O:9])[NH:7][C:5](=[O:6])[N:4]([C@@H:10]2[O:14][C@H:13]([CH2:15][OH:16])[CH:12]=[CH:11]2)[CH:3]=1.CN1C(=O)N(C)CCC1.